Dataset: Full USPTO retrosynthesis dataset with 1.9M reactions from patents (1976-2016). Task: Predict the reactants needed to synthesize the given product. Given the product [Br:11][C:4]1[N:3]=[C:2]([NH:21][CH2:20][CH2:19][CH2:18][N:12]2[CH2:17][CH2:16][CH2:15][CH2:14][CH2:13]2)[C:7]([N+:8]([O-:10])=[O:9])=[CH:6][CH:5]=1, predict the reactants needed to synthesize it. The reactants are: Br[C:2]1[C:7]([N+:8]([O-:10])=[O:9])=[CH:6][CH:5]=[C:4]([Br:11])[N:3]=1.[N:12]1([CH2:18][CH2:19][CH2:20][NH2:21])[CH2:17][CH2:16][CH2:15][CH2:14][CH2:13]1.